From a dataset of Peptide-MHC class I binding affinity with 185,985 pairs from IEDB/IMGT. Regression. Given a peptide amino acid sequence and an MHC pseudo amino acid sequence, predict their binding affinity value. This is MHC class I binding data. The peptide sequence is KLGDKGSPY. The MHC is HLA-A68:01 with pseudo-sequence HLA-A68:01. The binding affinity (normalized) is 0.